Dataset: Full USPTO retrosynthesis dataset with 1.9M reactions from patents (1976-2016). Task: Predict the reactants needed to synthesize the given product. (1) Given the product [F:15][C:12]([F:14])([F:13])[C:11]1[N:6]2[N:5]=[CH:4][C:3]([C:1]#[C:2][C:27]3[CH:28]=[C:29]([OH:33])[CH:30]=[N:31][CH:32]=3)=[C:7]2[N:8]=[C:9]([C:16]2[CH:21]=[CH:20][C:19]([C:22]([F:25])([F:24])[F:23])=[CH:18][CH:17]=2)[CH:10]=1, predict the reactants needed to synthesize it. The reactants are: [C:1]([C:3]1[CH:4]=[N:5][N:6]2[C:11]([C:12]([F:15])([F:14])[F:13])=[CH:10][C:9]([C:16]3[CH:21]=[CH:20][C:19]([C:22]([F:25])([F:24])[F:23])=[CH:18][CH:17]=3)=[N:8][C:7]=12)#[CH:2].Br[C:27]1[CH:28]=[C:29]([OH:33])[CH:30]=[N:31][CH:32]=1. (2) Given the product [Cl:1][C:2]1[CH:3]=[C:4]([CH2:9][C:10]([O:12][CH3:18])=[O:11])[CH:5]=[CH:6][C:7]=1[Cl:8], predict the reactants needed to synthesize it. The reactants are: [Cl:1][C:2]1[CH:3]=[C:4]([CH2:9][C:10]([OH:12])=[O:11])[CH:5]=[CH:6][C:7]=1[Cl:8].S(Cl)(Cl)(=O)=O.[CH3:18]O. (3) The reactants are: [NH:1]1[CH2:7][CH2:6][CH2:5][CH2:4][CH2:3][CH2:2]1.Br[CH2:9][CH2:10][O:11][CH3:12].C(=O)([O-])[O-].[K+].[K+]. Given the product [CH3:12][O:11][CH:10]([N:1]1[CH2:7][CH2:6][CH2:5][CH2:4][CH2:3][CH2:2]1)[CH3:9], predict the reactants needed to synthesize it. (4) Given the product [NH2:2][C:1](=[N:15][OH:16])[C:3]1[CH:12]=[CH:11][C:6]([C:7]([O:9][CH3:10])=[O:8])=[CH:5][C:4]=1[O:13][CH3:14], predict the reactants needed to synthesize it. The reactants are: [C:1]([C:3]1[CH:12]=[CH:11][C:6]([C:7]([O:9][CH3:10])=[O:8])=[CH:5][C:4]=1[O:13][CH3:14])#[N:2].[NH2:15][OH:16].